This data is from Full USPTO retrosynthesis dataset with 1.9M reactions from patents (1976-2016). The task is: Predict the reactants needed to synthesize the given product. The reactants are: [NH2:1][C@H:2]1[CH2:6][CH2:5][N:4]([CH:7]([C:27]2[CH:32]=[CH:31][C:30]([F:33])=[CH:29][CH:28]=2)[C:8]([N:10]([CH2:12][C:13]2[C:22]3[C:17](=[CH:18][CH:19]=[CH:20][CH:21]=3)[CH:16]=[C:15]([C:23]#[N:24])[C:14]=2[O:25][CH3:26])[CH3:11])=[O:9])[CH2:3]1.C(=O)([O-])[O-].[K+].[K+].C1(C)C=CC(S(O[CH2:50][CH2:51][O:52][CH2:53][CH2:54]OS(C2C=CC(C)=CC=2)(=O)=O)(=O)=O)=CC=1. Given the product [C:23]([C:15]1[C:14]([O:25][CH3:26])=[C:13]([CH2:12][N:10]([CH3:11])[C:8](=[O:9])[CH:7]([C:27]2[CH:32]=[CH:31][C:30]([F:33])=[CH:29][CH:28]=2)[N:4]2[CH2:5][CH2:6][C@H:2]([N:1]3[CH2:54][CH2:53][O:52][CH2:51][CH2:50]3)[CH2:3]2)[C:22]2[C:17]([CH:16]=1)=[CH:18][CH:19]=[CH:20][CH:21]=2)#[N:24], predict the reactants needed to synthesize it.